Dataset: Full USPTO retrosynthesis dataset with 1.9M reactions from patents (1976-2016). Task: Predict the reactants needed to synthesize the given product. (1) Given the product [CH3:1][C:2]1[N:3]=[C:4]([NH:11][C:12]([N:36]2[CH2:37][CH2:38][N:33]([C:26]3[CH:27]=[C:28]([N+:30]([O-:32])=[O:31])[CH:29]=[C:24]([N+:21]([O-:23])=[O:22])[CH:25]=3)[CH2:34][CH2:35]2)=[O:20])[C:5]([O:9][CH3:10])=[N:6][C:7]=1[CH3:8], predict the reactants needed to synthesize it. The reactants are: [CH3:1][C:2]1[N:3]=[C:4]([NH:11][C:12](=[O:20])OC2C=CC=CC=2)[C:5]([O:9][CH3:10])=[N:6][C:7]=1[CH3:8].[N+:21]([C:24]1[CH:25]=[C:26]([N:33]2[CH2:38][CH2:37][NH:36][CH2:35][CH2:34]2)[CH:27]=[C:28]([N+:30]([O-:32])=[O:31])[CH:29]=1)([O-:23])=[O:22]. (2) Given the product [NH2:8][C:5]1[CH:6]=[CH:7][C:2]([CH3:1])=[C:3]([NH:11][C:12]2[O:13][C:14]([C:17]3[CH:24]=[CH:23][C:20]([C:21]#[N:22])=[CH:19][CH:18]=3)=[CH:15][N:16]=2)[CH:4]=1, predict the reactants needed to synthesize it. The reactants are: [CH3:1][C:2]1[CH:7]=[CH:6][C:5]([N+:8]([O-])=O)=[CH:4][C:3]=1[NH:11][C:12]1[O:13][C:14]([C:17]2[CH:24]=[CH:23][C:20]([C:21]#[N:22])=[CH:19][CH:18]=2)=[CH:15][N:16]=1.O.O.[Sn](Cl)Cl. (3) Given the product [CH2:1]([NH:4][C:25](=[O:26])[N:24]([C:14]1[CH:15]=[CH:16][C:17]([S:19][C:20]([F:21])([F:22])[F:23])=[CH:18][C:13]=1[F:12])[CH3:28])[CH:2]=[CH2:3], predict the reactants needed to synthesize it. The reactants are: [CH2:1]([NH2:4])[CH:2]=[CH2:3].C(N(CC)CC)C.[F:12][C:13]1[CH:18]=[C:17]([S:19][C:20]([F:23])([F:22])[F:21])[CH:16]=[CH:15][C:14]=1[N:24]([CH3:28])[C:25](Cl)=[O:26]. (4) Given the product [OH:1][CH:2]([CH2:14][CH2:15][C:16]1[CH:17]=[CH:18][CH:19]=[CH:20][CH:21]=1)[CH2:3][CH2:4][C:5]1[CH:10]=[CH:9][C:8]([OH:11])=[C:7]([O:12][CH3:13])[CH:6]=1, predict the reactants needed to synthesize it. The reactants are: [OH:1][CH:2]([CH2:14][CH2:15][C:16]1[CH:21]=[CH:20][CH:19]=[CH:18][CH:17]=1)[CH:3]=[CH:4][C:5]1[CH:10]=[CH:9][C:8]([OH:11])=[C:7]([O:12][CH3:13])[CH:6]=1.[H][H]. (5) Given the product [NH2:28][C:20]1[N:21]([CH3:27])[C:22](=[O:26])[C:23]([CH3:24])([CH3:25])[C@:18]([C:13]2[CH:12]=[C:11]([NH:10][CH:7]3[CH2:8][CH2:9][CH:5]([CH2:4][C:3]([OH:30])=[O:2])[CH2:6]3)[CH:16]=[CH:15][C:14]=2[F:17])([CH3:29])[N:19]=1, predict the reactants needed to synthesize it. The reactants are: C[O:2][C:3](=[O:30])[CH2:4][CH:5]1[CH2:9][CH2:8][CH:7]([NH:10][C:11]2[CH:16]=[CH:15][C:14]([F:17])=[C:13]([C@:18]3([CH3:29])[C:23]([CH3:25])([CH3:24])[C:22](=[O:26])[N:21]([CH3:27])[C:20]([NH2:28])=[N:19]3)[CH:12]=2)[CH2:6]1.O.[Li+].[OH-]. (6) Given the product [CH2:1]([O:3][C:4](=[O:18])[CH2:5][C:6]([CH3:17])([CH3:16])[C:7]([C:9]1[CH:10]=[CH:11][C:12]([O:15][CH2:20][CH2:21][CH2:22][Cl:23])=[CH:13][CH:14]=1)=[O:8])[CH3:2], predict the reactants needed to synthesize it. The reactants are: [CH2:1]([O:3][C:4](=[O:18])[CH2:5][C:6]([CH3:17])([CH3:16])[C:7]([C:9]1[CH:14]=[CH:13][C:12]([OH:15])=[CH:11][CH:10]=1)=[O:8])[CH3:2].Br[CH2:20][CH2:21][CH2:22][Cl:23].C([O-])([O-])=O.[K+].[K+]. (7) Given the product [O:37]=[C:9]1[C:10]2[C:15](=[CH:14][CH:13]=[C:12]([C:17]3[CH:22]=[CH:21][C:20]([NH:23][C:24]([NH:26][C:27]4[CH:32]=[CH:31][CH:30]=[C:29]([C:33]([F:35])([F:34])[F:36])[CH:28]=4)=[O:25])=[CH:19][CH:18]=3)[CH:11]=2)[CH2:16][N:8]1[C:4]1([C:3]([O:2][CH3:1])=[O:38])[CH2:42][CH2:41][CH2:40][CH2:48]1, predict the reactants needed to synthesize it. The reactants are: [CH3:1][O:2][C:3](=[O:38])[C@H:4]([N:8]1[CH2:16][C:15]2[C:10](=[CH:11][C:12]([C:17]3[CH:22]=[CH:21][C:20]([NH:23][C:24]([NH:26][C:27]4[CH:32]=[CH:31][CH:30]=[C:29]([C:33]([F:36])([F:35])[F:34])[CH:28]=4)=[O:25])=[CH:19][CH:18]=3)=[CH:13][CH:14]=2)[C:9]1=[O:37])C(C)C.Br[C:40]1[CH:48]=C2C(CN(C3(C(OC)=O)CCCC3)C2=O)=[CH:42][CH:41]=1.CC1(C)C(C)(C)OB(C2C=CC(NC(NC3C=CC=C(C(F)(F)F)C=3)=O)=CC=2)O1.